This data is from Forward reaction prediction with 1.9M reactions from USPTO patents (1976-2016). The task is: Predict the product of the given reaction. (1) Given the reactants [NH2:1][CH:2]1[CH2:6][CH2:5][N:4]([CH:7]([C:14]2[CH:19]=[CH:18][CH:17]=[CH:16][CH:15]=2)[C:8]2[CH:13]=[CH:12][CH:11]=[CH:10][CH:9]=2)[C:3]1=[O:20].[C:21]1([N:27]([CH2:34][C:35](O)=[O:36])[C:28]2[CH:33]=[CH:32][CH:31]=[CH:30][CH:29]=2)[CH:26]=[CH:25][CH:24]=[CH:23][CH:22]=1.C(Cl)CCl, predict the reaction product. The product is: [CH:7]([N:4]1[CH2:5][CH2:6][CH:2]([NH:1][C:35](=[O:36])[CH2:34][N:27]([C:21]2[CH:26]=[CH:25][CH:24]=[CH:23][CH:22]=2)[C:28]2[CH:33]=[CH:32][CH:31]=[CH:30][CH:29]=2)[C:3]1=[O:20])([C:8]1[CH:13]=[CH:12][CH:11]=[CH:10][CH:9]=1)[C:14]1[CH:19]=[CH:18][CH:17]=[CH:16][CH:15]=1. (2) Given the reactants [CH3:1][C:2]1[O:6][C:5]([C:7]2[CH:12]=[CH:11][CH:10]=[CH:9][CH:8]=2)=[N:4][C:3]=1[CH2:13][CH2:14][CH2:15][C:16]#[CH:17].[Li]CCCC.[CH2:23]=[O:24], predict the reaction product. The product is: [CH3:1][C:2]1[O:6][C:5]([C:7]2[CH:8]=[CH:9][CH:10]=[CH:11][CH:12]=2)=[N:4][C:3]=1[CH2:13][CH2:14][CH2:15][C:16]#[C:17][CH2:23][OH:24]. (3) The product is: [OH:1][CH:2]([C:11]1[CH:12]=[CH:13][C:14]([C:17]2[N:21]=[C:20]([C:22]3[O:26][N:25]=[C:24]([C:58]4[CH:59]=[CH:60][CH:61]=[CH:62][CH:63]=4)[C:23]=3[C:33]([F:35])([F:36])[F:34])[O:19][N:18]=2)=[CH:15][CH:16]=1)[C:3]([NH:5][CH2:6][CH2:7][C:8]([N:39]([CH3:40])[CH3:38])=[O:9])=[O:4]. Given the reactants [OH:1][CH:2]([C:11]1[CH:16]=[CH:15][C:14]([C:17]2[N:21]=[C:20]([C:22]3[O:26][N:25]=[C:24](C4C=CC=CC=4)[C:23]=3[C:33]([F:36])([F:35])[F:34])[O:19][N:18]=2)=[CH:13][CH:12]=1)[C:3]([NH:5][CH2:6][CH2:7][C:8](O)=[O:9])=[O:4].Cl.[CH3:38][NH:39][CH3:40].CN1CCOCC1.F[P-](F)(F)(F)(F)F.N1(O[P+](N(C)C)(N(C)C)N(C)C)[C:59]2[CH:60]=[CH:61][CH:62]=[CH:63][C:58]=2N=N1, predict the reaction product. (4) The product is: [CH:19]1([C:22]2[CH:23]=[C:24]([CH3:34])[C:25]([N:28]3[CH2:29][CH2:30][N:31]([C:13]([C:12]4[CH:11]=[CH:10][C:9]([C:6]([NH:5][S:2]([CH3:1])(=[O:3])=[O:4])([CH3:7])[CH3:8])=[CH:18][CH:17]=4)=[O:15])[CH2:32][CH2:33]3)=[N:26][CH:27]=2)[CH2:21][CH2:20]1. Given the reactants [CH3:1][S:2]([NH:5][C:6]([C:9]1[CH:18]=[CH:17][C:12]([C:13]([O:15]C)=O)=[CH:11][CH:10]=1)([CH3:8])[CH3:7])(=[O:4])=[O:3].[CH:19]1([C:22]2[CH:23]=[C:24]([CH3:34])[C:25]([N:28]3[CH2:33][CH2:32][NH:31][CH2:30][CH2:29]3)=[N:26][CH:27]=2)[CH2:21][CH2:20]1, predict the reaction product. (5) The product is: [F:21][C:22]1[CH:30]=[CH:29][C:25]([C:26]2[O:14][C:7]3[CH:8]=[C:9]([OH:13])[CH:10]=[C:11]([OH:12])[C:6]=3[C:4](=[O:5])[C:3]=2[O:2][CH3:1])=[CH:24][CH:23]=1. Given the reactants [CH3:1][O:2][CH2:3][C:4]([C:6]1[C:11]([OH:12])=[CH:10][C:9]([OH:13])=[CH:8][C:7]=1[OH:14])=[O:5].C(=O)([O-])[O-].[K+].[K+].[F:21][C:22]1[CH:30]=[CH:29][C:25]([C:26](Cl)=O)=[CH:24][CH:23]=1, predict the reaction product. (6) Given the reactants C([O:8][C:9]1[CH:15]=[CH:14][CH:13]=[C:12]([F:16])[C:10]=1[NH2:11])C1C=CC=CC=1, predict the reaction product. The product is: [NH2:11][C:10]1[C:12]([F:16])=[CH:13][CH:14]=[CH:15][C:9]=1[OH:8]. (7) The product is: [O:12]1[CH2:17][CH2:16][O:15][C:14]2[CH:18]=[C:19]([C:22]3[NH:23][C:24]4[N:25]([N:29]=[CH:30][C:31]=4[C:32]([N:9]4[CH2:10][CH2:11][N:6]([CH3:5])[CH2:7][CH2:8]4)=[O:33])[C:26](=[O:28])[CH:27]=3)[CH:20]=[CH:21][C:13]1=2. Given the reactants C[Al](C)C.[CH3:5][N:6]1[CH2:11][CH2:10][NH:9][CH2:8][CH2:7]1.[O:12]1[CH2:17][CH2:16][O:15][C:14]2[CH:18]=[C:19]([C:22]3[NH:23][C:24]4[N:25]([N:29]=[CH:30][C:31]=4[CH2:32][O:33]CC)[C:26](=[O:28])[CH:27]=3)[CH:20]=[CH:21][C:13]1=2, predict the reaction product. (8) The product is: [CH2:1]([O:3][C:4](=[O:19])[CH:5]([O:16][CH2:17][CH3:18])[CH2:6][C:7]1[CH:15]=[CH:14][CH:13]=[C:12]2[C:8]=1[CH:9]=[CH:10][N:11]2[CH2:21][C:22]1[N:23]=[C:24]([C:27]2[CH:32]=[CH:31][C:30]([CH:33]([CH3:35])[CH3:34])=[CH:29][CH:28]=2)[S:25][CH:26]=1)[CH3:2]. Given the reactants [CH2:1]([O:3][C:4](=[O:19])[CH:5]([O:16][CH2:17][CH3:18])[CH2:6][C:7]1[CH:15]=[CH:14][CH:13]=[C:12]2[C:8]=1[CH:9]=[CH:10][NH:11]2)[CH3:2].Cl[CH2:21][C:22]1[N:23]=[C:24]([C:27]2[CH:32]=[CH:31][C:30]([CH:33]([CH3:35])[CH3:34])=[CH:29][CH:28]=2)[S:25][CH:26]=1.[H-].[Na+], predict the reaction product. (9) Given the reactants [OH:1][C@@H:2]([C@@H:11]([NH:16][C:17](=[O:40])[O:18][C@@H:19]([C:25]1[O:26][C:27]([C:30]2[CH:35]=[CH:34][C:33]([C:36]([F:39])([F:38])[F:37])=[CH:32][CH:31]=2)=[N:28][N:29]=1)[C:20]([CH3:24])([CH3:23])[CH2:21][CH3:22])[CH2:12][CH2:13][CH2:14][CH3:15])[C:3](=[O:10])[NH:4][C:5]1[NH:9][N:8]=[CH:7][CH:6]=1.O[C@H]([C@@H](NC(=O)O[C@@H](C1OC(C2C=CC(C(F)(F)F)=CC=2)=NN=1)C(C)(C)CC)CCCC)C(=O)NC1NN=CC=1.CC(OI1(OC(C)=O)(OC(C)=O)OC(=O)C2C=CC=CC1=2)=O.S(S([O-])=O)([O-])(=O)=O.[Na+].[Na+].C(=O)(O)[O-].[Na+], predict the reaction product. The product is: [O:10]=[C:3]([NH:4][C:5]1[NH:9][N:8]=[CH:7][CH:6]=1)[C:2]([C@@H:11]([NH:16][C:17](=[O:40])[O:18][C@@H:19]([C:25]1[O:26][C:27]([C:30]2[CH:31]=[CH:32][C:33]([C:36]([F:38])([F:39])[F:37])=[CH:34][CH:35]=2)=[N:28][N:29]=1)[C:20]([CH3:24])([CH3:23])[CH2:21][CH3:22])[CH2:12][CH2:13][CH2:14][CH3:15])=[O:1].